Dataset: Reaction yield outcomes from USPTO patents with 853,638 reactions. Task: Predict the reaction yield, written as a fraction of the theoretical maximum amount of product (1.0 means a 100% yield; for example, 0.34 means a 34% yield). (1) The reactants are ClC(Cl)(O[C:5](=[O:11])OC(Cl)(Cl)Cl)Cl.[O:13]1[CH2:18][CH:17]=[C:16]([C:19]2[N:24]=[C:23]([N:25]3[CH2:30][CH2:29][O:28][CH2:27][CH2:26]3)[N:22]=[C:21]([C:31]3[CH:36]=[CH:35][C:34]([NH2:37])=[CH:33][CH:32]=3)[N:20]=2)[CH2:15][CH2:14]1.[NH2:38][C:39]1[CH:44]=[CH:43][N:42]=[CH:41][CH:40]=1.CCN(CC)CC. The catalyst is C(Cl)Cl. The product is [O:13]1[CH2:14][CH:15]=[C:16]([C:19]2[N:24]=[C:23]([N:25]3[CH2:26][CH2:27][O:28][CH2:29][CH2:30]3)[N:22]=[C:21]([C:31]3[CH:36]=[CH:35][C:34]([NH:37][C:5]([NH:38][C:39]4[CH:44]=[CH:43][N:42]=[CH:41][CH:40]=4)=[O:11])=[CH:33][CH:32]=3)[N:20]=2)[CH2:17][CH2:18]1. The yield is 0.220. (2) The reactants are I[C:2]1[C:10]2[C:5](=[N:6][CH:7]=[N:8][C:9]=2[NH2:11])[N:4]([C@H:12]2[CH2:17][CH2:16][C@H:15]([N:18]3[CH2:23][CH2:22][N:21]([CH3:24])[CH2:20][CH2:19]3)[CH2:14][CH2:13]2)[N:3]=1.[F:25][C:26]1[C:27](B2OC(C)(C)C(C)(C)O2)=[CH:28][C:29]([O:40][CH3:41])=[C:30]([NH:32][C:33](=[O:39])[O:34][C:35]([CH3:38])([CH3:37])[CH3:36])[CH:31]=1.C(=O)([O-])[O-].[Na+].[Na+].COCCOC. The catalyst is O. The product is [NH2:11][C:9]1[N:8]=[CH:7][N:6]=[C:5]2[N:4]([C@H:12]3[CH2:17][CH2:16][C@H:15]([N:18]4[CH2:23][CH2:22][N:21]([CH3:24])[CH2:20][CH2:19]4)[CH2:14][CH2:13]3)[N:3]=[C:2]([C:27]3[C:26]([F:25])=[CH:31][C:30]([NH:32][C:33](=[O:39])[O:34][C:35]([CH3:36])([CH3:37])[CH3:38])=[C:29]([O:40][CH3:41])[CH:28]=3)[C:10]=12. The yield is 0.350. (3) The product is [O:14]([C:21]1[CH:26]=[C:25]([CH2:12][C:11]([C:7]2[CH:6]=[C:5]3[C:10](=[CH:9][CH:8]=2)[N:1]=[CH:2][CH:3]=[CH:4]3)=[O:13])[CH:24]=[CH:23][CH:22]=1)[C:15]1[CH:20]=[CH:19][CH:18]=[CH:17][CH:16]=1. The catalyst is C1C=CC(/C=C/C(/C=C/C2C=CC=CC=2)=O)=CC=1.C1C=CC(/C=C/C(/C=C/C2C=CC=CC=2)=O)=CC=1.[Pd].C1(P(C2C=CC=CC=2)[C-]2C=CC=C2)C=CC=CC=1.[C-]1(P(C2C=CC=CC=2)C2C=CC=CC=2)C=CC=C1.[Fe+2].O1CCCC1. The yield is 0.190. The reactants are [N:1]1[C:10]2[C:5](=[CH:6][C:7]([C:11](=[O:13])[CH3:12])=[CH:8][CH:9]=2)[CH:4]=[CH:3][CH:2]=1.[O:14]([C:21]1[CH:26]=[CH:25][CH:24]=[C:23](Br)[CH:22]=1)[C:15]1[CH:20]=[CH:19][CH:18]=[CH:17][CH:16]=1.CC(C)([O-])C.[K+]. (4) The reactants are II.I[CH2:4]I.[Br:6][C:7]1[CH:8]=[C:9]([CH:12]=[CH:13][CH:14]=1)[CH:10]=[CH2:11]. The catalyst is C1(C)C=CC=CC=1.[Cu]. The product is [Br:6][C:7]1[CH:8]=[C:9]([CH:10]2[CH2:4][CH2:11]2)[CH:12]=[CH:13][CH:14]=1. The yield is 0.100. (5) The reactants are [F:1][C:2]1[CH:7]=[CH:6][CH:5]=[C:4]([F:8])[N:3]=1.C([Li])CCC.[C:14](=[O:16])=[O:15].O. The catalyst is O1CCCC1. The product is [F:8][C:4]1[N:3]=[C:2]([F:1])[CH:7]=[CH:6][C:5]=1[C:14]([OH:16])=[O:15]. The yield is 0.570. (6) The reactants are [N:1]1([S:7]([CH2:10][CH2:11][C:12]2[CH:17]=[CH:16][C:15]([NH2:18])=[CH:14][CH:13]=2)(=[O:9])=[O:8])[CH2:6][CH2:5][O:4][CH2:3][CH2:2]1.C1C(=O)N([Br:26])C(=O)C1. The catalyst is C(Cl)Cl. The product is [Br:26][C:16]1[CH:17]=[C:12]([CH2:11][CH2:10][S:7]([N:1]2[CH2:2][CH2:3][O:4][CH2:5][CH2:6]2)(=[O:9])=[O:8])[CH:13]=[CH:14][C:15]=1[NH2:18]. The yield is 1.00.